From a dataset of Forward reaction prediction with 1.9M reactions from USPTO patents (1976-2016). Predict the product of the given reaction. (1) Given the reactants [OH:1][CH:2]1[CH2:7][CH2:6][C:5](=[O:8])[CH2:4][CH2:3]1.N1C=CC=CC=1.[C:15](Cl)(=[O:22])[C:16]1[CH:21]=[CH:20][CH:19]=[CH:18][CH:17]=1, predict the reaction product. The product is: [C:15]([O:8][CH:5]1[CH2:6][CH2:7][C:2](=[O:1])[CH2:3][CH2:4]1)(=[O:22])[C:16]1[CH:21]=[CH:20][CH:19]=[CH:18][CH:17]=1. (2) Given the reactants F[C:2]1[CH:7]=[CH:6][C:5]([S:8]([CH3:11])(=[O:10])=[O:9])=[CH:4][C:3]=1[N+:12]([O-:14])=[O:13].[F:15][C:16]1[CH:21]=[C:20]([F:22])[CH:19]=[CH:18][C:17]=1[OH:23].C(=O)([O-])[O-].[K+].[K+], predict the reaction product. The product is: [F:15][C:16]1[CH:21]=[C:20]([F:22])[CH:19]=[CH:18][C:17]=1[O:23][C:2]1[CH:7]=[CH:6][C:5]([S:8]([CH3:11])(=[O:10])=[O:9])=[CH:4][C:3]=1[N+:12]([O-:14])=[O:13]. (3) Given the reactants [CH2:1]([O:8][C:9]1[CH:10]=[C:11]([CH:15]([C:23]2[C:28](Cl)=[N:27][CH:26]=[CH:25][N:24]=2)[NH:16][C:17](=O)[C:18]([F:21])([F:20])[F:19])[CH:12]=[CH:13][CH:14]=1)[C:2]1[CH:7]=[CH:6][CH:5]=[CH:4][CH:3]=1.C(OC1C=C(C(NC(C2CCC2)=O)C2C(Cl)=NC=C[N:46]=2)C=CC=1)C1C=CC=CC=1, predict the reaction product. The product is: [CH2:1]([O:8][C:9]1[CH:10]=[C:11]([C:15]2[N:16]=[C:17]([C:18]([F:21])([F:20])[F:19])[N:24]3[CH:25]=[CH:26][N:27]=[C:28]([NH2:46])[C:23]=23)[CH:12]=[CH:13][CH:14]=1)[C:2]1[CH:7]=[CH:6][CH:5]=[CH:4][CH:3]=1. (4) Given the reactants [Br:1][C:2]1[CH:10]=[C:9]2[C:5]([CH2:6][C:7]3([CH2:16][CH2:15][CH:14]([OH:17])[CH2:13][CH2:12]3)[C:8]2=[O:11])=[CH:4][C:3]=1[F:18].CI.[CH3:21]CC([O-])(C)C.[K+], predict the reaction product. The product is: [Br:1][C:2]1[CH:10]=[C:9]2[C:5]([CH2:6][C:7]3([CH2:16][CH2:15][CH:14]([O:17][CH3:21])[CH2:13][CH2:12]3)[C:8]2=[O:11])=[CH:4][C:3]=1[F:18]. (5) Given the reactants [CH3:1][O:2][C:3]1[C:8]([C:9]([OH:11])=O)=[CH:7][C:6]([C:12]([NH2:14])=[O:13])=[CH:5][CH:4]=1.[NH2:15][C:16]1[CH:21]=[CH:20][C:19]([Br:22])=[CH:18][N:17]=1, predict the reaction product. The product is: [Br:22][C:19]1[CH:20]=[CH:21][C:16]([NH:15][C:9](=[O:11])[C:8]2[CH:7]=[C:6]([CH:5]=[CH:4][C:3]=2[O:2][CH3:1])[C:12]([NH2:14])=[O:13])=[N:17][CH:18]=1. (6) Given the reactants C[Si]([N-][Si](C)(C)C)(C)C.[Li+].[O:11]1[CH2:16][CH2:15][C:14](=[O:17])[CH2:13][CH2:12]1.[C:18](OCC)(=[O:24])[C:19]([O:21][CH2:22][CH3:23])=[O:20], predict the reaction product. The product is: [OH:24]/[C:18](=[C:13]1/[CH2:12][O:11][CH2:16][CH2:15][C:14]/1=[O:17])/[C:19]([O:21][CH2:22][CH3:23])=[O:20]. (7) The product is: [Cl:1][C:2]1[CH:3]=[C:4]([C:9]2([C:22]([F:23])([F:25])[F:24])[O:13][N:12]=[C:11]([C:14]3[CH:15]=[CH:16][C:17]([CH3:21])=[C:18]([NH:19][NH2:26])[CH:20]=3)[CH2:10]2)[CH:5]=[C:6]([Cl:8])[CH:7]=1. Given the reactants [Cl:1][C:2]1[CH:3]=[C:4]([C:9]2([C:22]([F:25])([F:24])[F:23])[O:13][N:12]=[C:11]([C:14]3[CH:15]=[CH:16][C:17]([CH3:21])=[C:18]([CH:20]=3)[NH2:19])[CH2:10]2)[CH:5]=[C:6]([Cl:8])[CH:7]=1.[N:26]([O-])=O.[Na+].[Sn](Cl)Cl.C(=O)(O)[O-].[Na+], predict the reaction product.